Predict the reaction yield, written as a fraction of the theoretical maximum amount of product (1.0 means a 100% yield; for example, 0.34 means a 34% yield). From a dataset of Reaction yield outcomes from USPTO patents with 853,638 reactions. (1) The reactants are [CH2:1]([O:8][C:9]([C:11]1[S:23][C:14]2[N:15]([CH:21]=O)[C:16](=[O:20])[NH:17][C:18](=[O:19])[C:13]=2[CH:12]=1)=[O:10])[C:2]1[CH:7]=[CH:6][CH:5]=[CH:4][CH:3]=1.C(=O)([O-])[O-].[Cs+].[Cs+].[CH3:30][O:31][C:32](=[O:41])[C:33]1[CH:38]=[CH:37][CH:36]=[C:35]([CH2:39]Br)[CH:34]=1.O. The catalyst is CN(C=O)C. The product is [CH2:1]([O:8][C:9]([C:11]1[S:23][C:14]2[N:15]([CH3:21])[C:16](=[O:20])[N:17]([CH2:39][C:35]3[CH:36]=[CH:37][CH:38]=[C:33]([C:32]([O:31][CH3:30])=[O:41])[CH:34]=3)[C:18](=[O:19])[C:13]=2[CH:12]=1)=[O:10])[C:2]1[CH:3]=[CH:4][CH:5]=[CH:6][CH:7]=1. The yield is 0.400. (2) The reactants are Br[C:2]1[C:10]2[C:5](=[C:6]([O:18][CH2:19][CH2:20][C:21]3[CH:26]=[CH:25][CH:24]=[CH:23][N:22]=3)[CH:7]=[C:8]([C:11]3[C:16]([Cl:17])=[CH:15][CH:14]=[CH:13][N:12]=3)[CH:9]=2)[N:4]([C:27]([O:29][C:30]([CH3:33])([CH3:32])[CH3:31])=[O:28])[N:3]=1.[CH3:34][N:35]1[CH:39]=[CH:38][C:37]([NH2:40])=[N:36]1.C(=O)([O-])[O-].[Cs+].[Cs+].CC1(C)C2C=CC=C(P(C3C=CC=CC=3)C3C=CC=CC=3)C=2OC2C1=CC=CC=2P(C1C=CC=CC=1)C1C=CC=CC=1. The catalyst is C(OCC)(=O)C.O1CCOCC1. The product is [Cl:17][C:16]1[C:11]([C:8]2[CH:9]=[C:10]3[C:5](=[C:6]([O:18][CH2:19][CH2:20][C:21]4[CH:26]=[CH:25][CH:24]=[CH:23][N:22]=4)[CH:7]=2)[N:4]([C:27]([O:29][C:30]([CH3:33])([CH3:32])[CH3:31])=[O:28])[N:3]=[C:2]3[NH:40][C:37]2[CH:38]=[CH:39][N:35]([CH3:34])[N:36]=2)=[N:12][CH:13]=[CH:14][CH:15]=1. The yield is 0.780.